Dataset: Catalyst prediction with 721,799 reactions and 888 catalyst types from USPTO. Task: Predict which catalyst facilitates the given reaction. (1) Reactant: [C:1]([O:5][C:6](=[O:20])[NH:7][CH2:8][CH:9](O)[CH2:10][O:11][C:12]1[CH:17]=[CH:16][C:15]([F:18])=[CH:14][CH:13]=1)([CH3:4])([CH3:3])[CH3:2].[C:21]1(=[O:31])[NH:25][C:24](=[O:26])[C:23]2=[CH:27][CH:28]=[CH:29][CH:30]=[C:22]12.C1(P(C2C=CC=CC=2)C2C=CC=CC=2)C=CC=CC=1.N(C(OC(C)C)=O)=NC(OC(C)C)=O. Product: [C:1]([O:5][C:6](=[O:20])[NH:7][CH2:8][CH:9]([N:25]1[C:21](=[O:31])[C:22]2[C:23](=[CH:27][CH:28]=[CH:29][CH:30]=2)[C:24]1=[O:26])[CH2:10][O:11][C:12]1[CH:17]=[CH:16][C:15]([F:18])=[CH:14][CH:13]=1)([CH3:4])([CH3:3])[CH3:2]. The catalyst class is: 1. (2) Reactant: [CH3:1][O:2][CH2:3][CH2:4][O:5][CH2:6][CH2:7][O:8][C:9]1[CH:19]=[CH:18][C:12]([C:13](OCC)=[O:14])=[CH:11][CH:10]=1.[H-].[Al+3].[Li+].[H-].[H-].[H-].O.[OH-].[Na+]. Product: [CH3:1][O:2][CH2:3][CH2:4][O:5][CH2:6][CH2:7][O:8][C:9]1[CH:10]=[CH:11][C:12]([CH2:13][OH:14])=[CH:18][CH:19]=1. The catalyst class is: 1.